This data is from Reaction yield outcomes from USPTO patents with 853,638 reactions. The task is: Predict the reaction yield, written as a fraction of the theoretical maximum amount of product (1.0 means a 100% yield; for example, 0.34 means a 34% yield). (1) The yield is 0.810. The catalyst is C1COCC1.CCOCC.C1(C)C=CC=CC=1. The product is [CH:1]([C:4]1[CH:23]=[CH:22][C:7]([C:8]([NH:10][NH:11][C:12]2[CH:21]=[CH:20][C:15]([C:16]([O:18][CH3:19])=[O:17])=[CH:14][CH:13]=2)=[S:57])=[CH:6][CH:5]=1)([CH3:3])[CH3:2]. The reactants are [CH:1]([C:4]1[CH:23]=[CH:22][C:7]([C:8]([NH:10][NH:11][C:12]2[CH:21]=[CH:20][C:15]([C:16]([O:18][CH3:19])=[O:17])=[CH:14][CH:13]=2)=O)=[CH:6][CH:5]=1)([CH3:3])[CH3:2].COC(C1C=CC(NN)=CC=1)=O.C(C1C=CC(C(O)=O)=CC=1)(C)C.COC1C=CC(P2(SP(C3C=CC(OC)=CC=3)(=S)S2)=[S:57])=CC=1.[OH-].[Na+]. (2) The reactants are [Br:1][C:2]1[CH:7]=[CH:6][C:5]([NH:8][C:9]2[C:10]([C:20]([OH:22])=O)=[CH:11][C:12]3[N:16]([CH3:17])[CH:15]=[N:14][C:13]=3[C:18]=2[Cl:19])=[C:4]([Cl:23])[CH:3]=1.[CH:24]([O:26][CH2:27][CH2:28][O:29][NH2:30])=[CH2:25].C1C=CC2N(O)N=NC=2C=1.C(N(CC)CC)C.CCN=C=NCCCN(C)C. The catalyst is CCOC(C)=O.CN(C)C=O. The product is [CH:24]([O:26][CH2:27][CH2:28][O:29][NH:30][C:20]([C:10]1[C:9]([NH:8][C:5]2[CH:6]=[CH:7][C:2]([Br:1])=[CH:3][C:4]=2[Cl:23])=[C:18]([Cl:19])[C:13]2[N:14]=[CH:15][N:16]([CH3:17])[C:12]=2[CH:11]=1)=[O:22])=[CH2:25]. The yield is 0.850. (3) The reactants are [O:1]1[CH:5]=[CH:4][CH:3]=[C:2]1[C:6](Cl)=[O:7].[CH3:9][N:10]1[C:19]2[C:14](=[CH:15][C:16]([CH3:20])=[CH:17][CH:18]=2)[C:13]([N:21]2[CH2:26][CH2:25][NH:24][CH2:23][CH2:22]2)=[C:12]([C:27]#[N:28])[C:11]1=[O:29]. The catalyst is N1C=CC=CC=1. The product is [O:1]1[CH:5]=[CH:4][CH:3]=[C:2]1[C:6]([N:24]1[CH2:25][CH2:26][N:21]([C:13]2[C:14]3[C:19](=[CH:18][CH:17]=[C:16]([CH3:20])[CH:15]=3)[N:10]([CH3:9])[C:11](=[O:29])[C:12]=2[C:27]#[N:28])[CH2:22][CH2:23]1)=[O:7]. The yield is 0.590. (4) No catalyst specified. The yield is 0.675. The product is [CH3:20][O:19][C:5]1[CH:4]=[C:3]([CH2:1][NH:26][CH2:21][CH2:22][CH2:23][CH2:24][CH3:25])[CH:18]=[CH:17][C:6]=1[O:7][C:8]1[CH:16]=[CH:15][C:11]([C:12]([NH2:14])=[O:13])=[CH:10][N:9]=1. The reactants are [CH:1]([C:3]1[CH:18]=[CH:17][C:6]([O:7][C:8]2[CH:16]=[CH:15][C:11]([C:12]([NH2:14])=[O:13])=[CH:10][N:9]=2)=[C:5]([O:19][CH3:20])[CH:4]=1)=O.[CH2:21]([NH2:26])[CH2:22][CH2:23][CH2:24][CH3:25]. (5) The reactants are [Cl-].O[NH3+:3].[C:4](=[O:7])([O-])[OH:5].[Na+].CS(C)=O.[CH3:13][O:14][CH2:15][C:16]1[S:49][C:19]2[N:20]([CH2:34][C:35]3[CH:40]=[CH:39][C:38]([C:41]4[C:42]([C:47]#[N:48])=[CH:43][CH:44]=[CH:45][CH:46]=4)=[CH:37][CH:36]=3)[C:21](=[O:33])[N:22]([CH2:25][CH2:26][C:27]3[CH:32]=[CH:31][CH:30]=[CH:29][CH:28]=3)[C:23](=[O:24])[C:18]=2[CH:17]=1. The catalyst is C(OCC)(=O)C. The product is [CH3:13][O:14][CH2:15][C:16]1[S:49][C:19]2[N:20]([CH2:34][C:35]3[CH:36]=[CH:37][C:38]([C:41]4[CH:46]=[CH:45][CH:44]=[CH:43][C:42]=4[C:47]4[NH:3][C:4](=[O:7])[O:5][N:48]=4)=[CH:39][CH:40]=3)[C:21](=[O:33])[N:22]([CH2:25][CH2:26][C:27]3[CH:28]=[CH:29][CH:30]=[CH:31][CH:32]=3)[C:23](=[O:24])[C:18]=2[CH:17]=1. The yield is 0.670. (6) The yield is 0.540. The reactants are [OH:1][CH:2]([C:19]1[CH:24]=[CH:23][CH:22]=[C:21]([O:25][CH3:26])[CH:20]=1)[CH2:3][O:4][C:5]1[CH:18]=[CH:17][C:8]([CH2:9][CH:10]2[S:14][C:13](=[O:15])[NH:12][C:11]2=[O:16])=[CH:7][CH:6]=1.CS(C)=O.O=P12OP3(OP(OP(O3)(O1)=O)(=O)O2)=O.C(N(CC)CC)C. The catalyst is C(Cl)Cl.O. The product is [CH3:26][O:25][C:21]1[CH:20]=[C:19]([C:2](=[O:1])[CH2:3][O:4][C:5]2[CH:18]=[CH:17][C:8]([CH2:9][CH:10]3[S:14][C:13](=[O:15])[NH:12][C:11]3=[O:16])=[CH:7][CH:6]=2)[CH:24]=[CH:23][CH:22]=1.